This data is from Reaction yield outcomes from USPTO patents with 853,638 reactions. The task is: Predict the reaction yield, written as a fraction of the theoretical maximum amount of product (1.0 means a 100% yield; for example, 0.34 means a 34% yield). (1) The reactants are [CH2:1]([C:3]([C:21]1[CH:26]=[CH:25][C:24]([OH:27])=[C:23]([CH3:28])[CH:22]=1)([C:6]1[CH:11]=[CH:10][C:9]([CH2:12][CH2:13][CH:14]([OH:19])[C:15]([CH3:18])([CH3:17])[CH3:16])=[C:8]([CH3:20])[CH:7]=1)[CH2:4][CH3:5])[CH3:2].Br[CH2:30][CH2:31][CH2:32][CH2:33][CH2:34][CH2:35][N:36]1[C:40](=[O:41])[C:39]2=[CH:42][CH:43]=[CH:44][CH:45]=[C:38]2[C:37]1=[O:46]. No catalyst specified. The product is [CH2:1]([C:3]([C:21]1[CH:26]=[CH:25][C:24]([O:27][CH2:30][CH2:31][CH2:32][CH2:33][CH2:34][CH2:35][N:36]2[C:37](=[O:46])[C:38]3[C:39](=[CH:42][CH:43]=[CH:44][CH:45]=3)[C:40]2=[O:41])=[C:23]([CH3:28])[CH:22]=1)([C:6]1[CH:11]=[CH:10][C:9]([CH2:12][CH2:13][CH:14]([OH:19])[C:15]([CH3:17])([CH3:18])[CH3:16])=[C:8]([CH3:20])[CH:7]=1)[CH2:4][CH3:5])[CH3:2]. The yield is 0.990. (2) The reactants are [CH3:1][C:2]1[CH:3]=[C:4]([CH:8]=[CH:9][C:10]=1[CH3:11])[C:5]([OH:7])=O.N[NH:13][C@@H:14]([CH2:19][OH:20])[CH2:15][CH:16]([CH3:18])[CH3:17]. No catalyst specified. The product is [OH:20][CH2:19][C@H:14]([NH:13][C:5](=[O:7])[C:4]1[CH:8]=[CH:9][C:10]([CH3:11])=[C:2]([CH3:1])[CH:3]=1)[CH2:15][CH:16]([CH3:18])[CH3:17]. The yield is 0.750. (3) The reactants are [C:1]([C:5]1[CH:6]=[C:7]2[C:12](=[C:13]([F:15])[CH:14]=1)[C:11](=[O:16])[N:10]([C:17]1[CH:22]=[CH:21][CH:20]=[C:19]([C:23]3[CH:28]=[C:27]([NH:29][C:30]4[CH:35]=[CH:34][C:33]([CH:36]5[CH2:41][CH2:40][NH:39][CH2:38][CH2:37]5)=[CH:32][N:31]=4)[C:26](=[O:42])[N:25]([CH3:43])[N:24]=3)[C:18]=1[CH2:44][OH:45])[N:9]=[CH:8]2)([CH3:4])([CH3:3])[CH3:2].C(=O)([O-])[O-].[K+].[K+].FC(F)(F)S(O[CH2:58][C:59]([F:62])([F:61])[F:60])(=O)=O.CCOC(C)=O. The catalyst is CN(C=O)C.O. The product is [C:1]([C:5]1[CH:6]=[C:7]2[C:12](=[C:13]([F:15])[CH:14]=1)[C:11](=[O:16])[N:10]([C:17]1[CH:22]=[CH:21][CH:20]=[C:19]([C:23]3[CH:28]=[C:27]([NH:29][C:30]4[N:31]=[CH:32][C:33]([CH:36]5[CH2:41][CH2:40][N:39]([CH2:58][C:59]([F:62])([F:61])[F:60])[CH2:38][CH2:37]5)=[CH:34][CH:35]=4)[C:26](=[O:42])[N:25]([CH3:43])[N:24]=3)[C:18]=1[CH2:44][OH:45])[N:9]=[CH:8]2)([CH3:4])([CH3:2])[CH3:3]. The yield is 0.700. (4) The yield is 0.990. The product is [NH2:14][C:10]1[CH:9]=[C:8]2[C:13](=[CH:12][CH:11]=1)[N:5]([CH:3]([CH3:4])[CH2:2][F:1])[C:6](=[O:17])[CH2:7]2. The catalyst is C(O)C.O.ClCCl.[Fe]. The reactants are [F:1][CH2:2][CH:3]([N:5]1[C:13]2[C:8](=[CH:9][C:10]([N+:14]([O-])=O)=[CH:11][CH:12]=2)[CH2:7][C:6]1=[O:17])[CH3:4].[Cl-].[NH4+]. (5) The reactants are [CH3:1][O:2][C:3](=[O:34])[CH2:4][C:5]1[CH:10]=[CH:9][C:8]([CH2:11][N:12]2[CH:16]=[C:15]([C:17]3[CH:22]=[CH:21][C:20]([Cl:23])=[CH:19][C:18]=3[Cl:24])[N:14]=[C:13]2/[CH:25]=[CH:26]/[C:27]2[CH:32]=[CH:31][C:30](Br)=[CH:29][CH:28]=2)=[CH:7][CH:6]=1.[F:35][C:36]([F:47])([F:46])[C:37]1[CH:38]=[C:39](B(O)O)[CH:40]=[CH:41][CH:42]=1. No catalyst specified. The product is [CH3:1][O:2][C:3](=[O:34])[CH2:4][C:5]1[CH:10]=[CH:9][C:8]([CH2:11][N:12]2[CH:16]=[C:15]([C:17]3[CH:22]=[CH:21][C:20]([Cl:23])=[CH:19][C:18]=3[Cl:24])[N:14]=[C:13]2/[CH:25]=[CH:26]/[C:27]2[CH:32]=[CH:31][C:30]([C:41]3[CH:40]=[CH:39][CH:38]=[C:37]([C:36]([F:47])([F:46])[F:35])[CH:42]=3)=[CH:29][CH:28]=2)=[CH:7][CH:6]=1. The yield is 0.650. (6) The reactants are [N+:1]([C:4]1[CH:5]=[C:6]([CH:10]=[CH:11][C:12]=1COCCC)[C:7]([O-:9])=[O:8])([O-:3])=[O:2].[Li+].[OH-].[CH2:20]1C[O:23][CH2:22][CH2:21]1. The catalyst is CCO.O. The product is [N+:1]([C:4]1[CH:5]=[C:6]([CH:10]=[CH:11][C:12]=1[O:23][CH2:22][CH2:21][CH3:20])[C:7]([OH:9])=[O:8])([O-:3])=[O:2]. The yield is 0.970. (7) The reactants are [C:1]([N:20]1[N:24]=[N:23][C:22]([CH2:25][C:26]#[N:27])=[N:21]1)([C:14]1[CH:19]=[CH:18][CH:17]=[CH:16][CH:15]=1)([C:8]1[CH:13]=[CH:12][CH:11]=[CH:10][CH:9]=1)[C:2]1[CH:7]=[CH:6][CH:5]=[CH:4][CH:3]=1.[CH2:28]([CH:31]([CH2:34][CH2:35][CH3:36])[CH:32]=O)[CH2:29][CH3:30].[OH-].[Na+].CCOC(C)=O. The catalyst is C1C=CC=CC=1.[Br-].C([N+](CCCC)(CCCC)CCCC)CCC. The product is [CH2:28]([CH:31]([CH2:34][CH2:35][CH3:36])[CH:32]=[C:25]([C:22]1[N:23]=[N:24][N:20]([C:1]([C:2]2[CH:7]=[CH:6][CH:5]=[CH:4][CH:3]=2)([C:8]2[CH:13]=[CH:12][CH:11]=[CH:10][CH:9]=2)[C:14]2[CH:15]=[CH:16][CH:17]=[CH:18][CH:19]=2)[N:21]=1)[C:26]#[N:27])[CH2:29][CH3:30]. The yield is 0.640.